From a dataset of Catalyst prediction with 721,799 reactions and 888 catalyst types from USPTO. Predict which catalyst facilitates the given reaction. (1) Reactant: [C:1]([C:3]1[C:8]([C:9]2[N:13]([S:14]([C:17]3[CH:18]=[N:19][CH:20]=[CH:21][CH:22]=3)(=[O:16])=[O:15])[CH:12]=[C:11]([CH2:23][N:24](C)[C:25](=O)OC(C)(C)C)[C:10]=2[F:33])=[CH:7][CH:6]=[CH:5][N:4]=1)#[N:2].[C:34]([O:37]CC)(=[O:36])[CH3:35].Cl.[C:41]([O:44]CC)(=[O:43])[CH3:42]. Product: [C:41]([OH:44])(=[O:43])/[CH:42]=[CH:35]/[C:34]([OH:37])=[O:36].[F:33][C:10]1[C:11]([CH2:23][NH:24][CH3:25])=[CH:12][N:13]([S:14]([C:17]2[CH:18]=[N:19][CH:20]=[CH:21][CH:22]=2)(=[O:15])=[O:16])[C:9]=1[C:8]1[C:3]([C:1]#[N:2])=[N:4][CH:5]=[CH:6][CH:7]=1. The catalyst class is: 41. (2) Reactant: [C:1]([O:5][C:6]([N:8]1[CH:12]([CH2:13][C:14]2[CH:19]=[CH:18][C:17]([C:20]3[CH:25]=[CH:24][CH:23]=[CH:22][CH:21]=3)=[CH:16][CH:15]=2)[CH2:11][CH:10]([CH2:26][OH:27])[C:9]1=[O:28])=[O:7])([CH3:4])([CH3:3])[CH3:2].C(Cl)(Cl)Cl.C(N(CC)CC)C.[C:40]1([CH3:60])[CH:45]=[CH:44][C:43]([S:46](O[S:46]([C:43]2[CH:44]=[CH:45][C:40]([CH3:60])=[CH:41][CH:42]=2)(=[O:48])=[O:47])(=[O:48])=[O:47])=[CH:42][CH:41]=1. Product: [C:1]([O:5][C:6]([N:8]1[C@H:12]([CH2:13][C:14]2[CH:15]=[CH:16][C:17]([C:20]3[CH:21]=[CH:22][CH:23]=[CH:24][CH:25]=3)=[CH:18][CH:19]=2)[CH2:11][CH:10]([CH2:26][O:27][S:46]([C:43]2[CH:44]=[CH:45][C:40]([CH3:60])=[CH:41][CH:42]=2)(=[O:48])=[O:47])[C:9]1=[O:28])=[O:7])([CH3:3])([CH3:2])[CH3:4].[C:1]([O:5][C:6]([N:8]1[C@H:12]([CH2:13][C:14]2[CH:15]=[CH:16][C:17]([C:20]3[CH:21]=[CH:22][CH:23]=[CH:24][CH:25]=3)=[CH:18][CH:19]=2)[CH2:11][C:10](=[CH2:26])[C:9]1=[O:28])=[O:7])([CH3:4])([CH3:3])[CH3:2]. The catalyst class is: 69. (3) Reactant: [F:1][C:2]([F:17])([F:16])[C:3]1[CH:4]=[C:5]([C@H:13](O)[CH3:14])[CH:6]=[C:7]([C:9]([F:12])([F:11])[F:10])[CH:8]=1.N1C=CC=CC=1.P(Br)(Br)[Br:25].O. Product: [Br:25][CH:13]([C:5]1[CH:4]=[C:3]([C:2]([F:17])([F:16])[F:1])[CH:8]=[C:7]([C:9]([F:12])([F:11])[F:10])[CH:6]=1)[CH3:14]. The catalyst class is: 27. (4) Reactant: C([O:8][C:9]([CH2:11][N:12]1[CH:17]([C:18]2[CH:23]=[C:22]([F:24])[C:21]([F:25])=[C:20]([F:26])[CH:19]=2)[C:16]([C:27]([O:29][CH3:30])=[O:28])=[C:15]([CH3:31])[N:14]=[C:13]1[CH3:32])=[O:10])C1C=CC=CC=1. Product: [CH3:30][O:29][C:27]([C:16]1[CH:17]([C:18]2[CH:19]=[C:20]([F:26])[C:21]([F:25])=[C:22]([F:24])[CH:23]=2)[N:12]([CH2:11][C:9]([OH:10])=[O:8])[C:13]([CH3:32])=[N:14][C:15]=1[CH3:31])=[O:28]. The catalyst class is: 838.